The task is: Predict the reactants needed to synthesize the given product.. This data is from Full USPTO retrosynthesis dataset with 1.9M reactions from patents (1976-2016). (1) Given the product [CH3:8][C:9]1([CH3:23])[C:13]([CH3:14])([CH3:15])[O:12][B:11]([C:16]2[CH:17]=[C:18]([CH2:21][N:1]3[CH2:7][CH2:6][CH2:5][CH2:4][CH2:3][CH2:2]3)[S:19][CH:20]=2)[O:10]1, predict the reactants needed to synthesize it. The reactants are: [NH:1]1[CH2:7][CH2:6][CH2:5][CH2:4][CH2:3][CH2:2]1.[CH3:8][C:9]1([CH3:23])[C:13]([CH3:15])([CH3:14])[O:12][B:11]([C:16]2[CH:17]=[C:18]([CH:21]=O)[S:19][CH:20]=2)[O:10]1.C(O[BH-](OC(=O)C)OC(=O)C)(=O)C.[Na+].[N-]=C=O. (2) Given the product [O:21]1[C:25]([C:26]([C:28]2[CH:29]=[CH:30][C:31]([O:34][CH:35]3[CH2:40][CH2:39][CH2:38][CH2:37][O:36]3)=[CH:32][CH:33]=2)=[CH:15][C:16]([O:18][CH2:19][CH3:20])=[O:17])=[CH:24][N:23]=[CH:22]1, predict the reactants needed to synthesize it. The reactants are: C[Si]([N-][Si](C)(C)C)(C)C.[Li+].C[Si]([CH2:15][C:16]([O:18][CH2:19][CH3:20])=[O:17])(C)C.[O:21]1[C:25]([C:26]([C:28]2[CH:33]=[CH:32][C:31]([O:34][CH:35]3[CH2:40][CH2:39][CH2:38][CH2:37][O:36]3)=[CH:30][CH:29]=2)=O)=[CH:24][N:23]=[CH:22]1.